Dataset: Forward reaction prediction with 1.9M reactions from USPTO patents (1976-2016). Task: Predict the product of the given reaction. (1) Given the reactants [N+:1]([C:4]1[CH:9]=[CH:8][C:7]([NH:10][CH:11]2[CH2:16][CH2:15][N:14]([CH:17]([OH:19])[CH3:18])[CH2:13][CH2:12]2)=[CH:6][CH:5]=1)([O-])=O, predict the reaction product. The product is: [NH2:1][C:4]1[CH:5]=[CH:6][C:7]([NH:10][CH:11]2[CH2:16][CH2:15][N:14]([CH:17]([OH:19])[CH3:18])[CH2:13][CH2:12]2)=[CH:8][CH:9]=1. (2) The product is: [F:35][C:23]([F:36])([C:24]1([OH:34])[CH2:29][C:28]([CH3:31])([CH3:30])[CH2:27][C:26]([CH3:33])([CH3:32])[CH2:25]1)[C:22]([N:18]1[CH2:19][CH2:20][CH2:21][C@H:17]1[C:14]1[O:13][C:12]([CH2:11][O:10][C:38]2[CH:43]=[CH:42][CH:41]=[CH:40][CH:39]=2)=[N:16][N:15]=1)=[O:37]. Given the reactants CN(C=O)C.CS([O:10][CH2:11][C:12]1[O:13][C:14]([C@@H:17]2[CH2:21][CH2:20][CH2:19][N:18]2[C:22](=[O:37])[C:23]([F:36])([F:35])[C:24]2([OH:34])[CH2:29][C:28]([CH3:31])([CH3:30])[CH2:27][C:26]([CH3:33])([CH3:32])[CH2:25]2)=[N:15][N:16]=1)(=O)=O.[C:38]1(O)[CH:43]=[CH:42][CH:41]=[CH:40][CH:39]=1.C([O-])([O-])=O.[K+].[K+], predict the reaction product.